The task is: Predict the reactants needed to synthesize the given product.. This data is from Retrosynthesis with 50K atom-mapped reactions and 10 reaction types from USPTO. (1) Given the product COC(=O)c1cc(C(F)(F)F)cc(C)c1N, predict the reactants needed to synthesize it. The reactants are: COC(=O)c1cc(C(F)(F)F)cc(I)c1N.O=C([O-])[O-]. (2) Given the product COC(=O)/C=C(/OC)c1ccccc1/C=C/c1ccc(OCc2ccccc2)cc1, predict the reactants needed to synthesize it. The reactants are: COC(=O)/C=C(/OC)c1ccccc1CP(=O)(OC)OC.O=Cc1ccc(OCc2ccccc2)cc1. (3) Given the product COc1cc(N(Cc2cncs2)c2ccc(C(=O)O)cc2)ccc1C(N)=O, predict the reactants needed to synthesize it. The reactants are: COc1cc(N(Cc2cncs2)c2ccc(C(=O)OC(C)(C)C)cc2)ccc1C(N)=O. (4) Given the product Cc1cc(C)nc(O[C@H](C(=O)O)[C@]2(c3ccccc3)c3ccccc3N(C)C(=O)CN2C)n1, predict the reactants needed to synthesize it. The reactants are: C=O.Cc1cc(C)nc(O[C@H](C(=O)O)[C@@]2(c3ccccc3)NCC(=O)N(C)c3ccccc32)n1. (5) Given the product COC(=O)C(Oc1ccc(C2CCCCC2)cc1)c1ccc(Oc2ccc(Cl)cc2)cc1, predict the reactants needed to synthesize it. The reactants are: COC(=O)C(Br)c1ccc(Oc2ccc(Cl)cc2)cc1.Oc1ccc(C2CCCCC2)cc1. (6) Given the product COC(=O)[C@H](Cc1ccccc1)Nc1ncnc(-c2ccc(OCc3ccccc3)cc2)c1C=O, predict the reactants needed to synthesize it. The reactants are: COC(=O)[C@H](Cc1ccccc1)Nc1ncnc(Cl)c1C=O.OB(O)c1ccc(OCc2ccccc2)cc1. (7) The reactants are: CC(C)CBr.Oc1ccc(Cl)cc1. Given the product CC(C)COc1ccc(Cl)cc1, predict the reactants needed to synthesize it.